Predict the reaction yield, written as a fraction of the theoretical maximum amount of product (1.0 means a 100% yield; for example, 0.34 means a 34% yield). From a dataset of Reaction yield outcomes from USPTO patents with 853,638 reactions. (1) The reactants are [NH2:1][C@H:2](C(N)=O)[CH2:3][C:4]1C=CC(O)=C[CH:5]=1.Cl.C([N:17]([CH2:20]C)[CH2:18][CH3:19])C.FC(F)(F)C(OC1C(F)=C(F)C(F)=C(F)C=1F)=O. No catalyst specified. The product is [N:17]1[C:18]2[CH:19]=[CH:5][CH:4]=[CH:3][C:2]=2[NH:1][CH:20]=1. The yield is 0.500. (2) The reactants are C([O:4][CH2:5][C:6]1[C:7]([N:36]2[CH2:48][CH2:47][N:39]3[C:40]4[CH2:41][CH2:42][CH2:43][CH2:44][C:45]=4[CH:46]=[C:38]3[C:37]2=[O:49])=[N:8][CH:9]=[CH:10][C:11]=1[C:12]1[N:13]=[C:14]([NH:20][C:21]2[CH:26]=[CH:25][C:24]([C@@H:27]3[C:32](=[O:33])[N:31]([CH3:34])[CH2:30][CH2:29][N:28]3[CH3:35])=[CH:23][CH:22]=2)[C:15](=[O:19])[N:16]([CH3:18])[CH:17]=1)(=O)C.O[Li].O. The catalyst is CC(O)C.C1COCC1.O. The product is [CH3:35][N:28]1[CH2:29][CH2:30][N:31]([CH3:34])[C:32](=[O:33])[C@H:27]1[C:24]1[CH:25]=[CH:26][C:21]([NH:20][C:14]2[C:15](=[O:19])[N:16]([CH3:18])[CH:17]=[C:12]([C:11]3[CH:10]=[CH:9][N:8]=[C:7]([N:36]4[CH2:48][CH2:47][N:39]5[C:40]6[CH2:41][CH2:42][CH2:43][CH2:44][C:45]=6[CH:46]=[C:38]5[C:37]4=[O:49])[C:6]=3[CH2:5][OH:4])[N:13]=2)=[CH:22][CH:23]=1. The yield is 0.210. (3) The reactants are [C:1]([C:3]1[CH:4]=[C:5]2[C:10](=[CH:11][C:12]=1[O:13][C:14]1[CH:19]=[CH:18][C:17]([C:20](=[O:29])[NH:21][C:22]3[CH:27]=[CH:26][CH:25]=[C:24](I)[CH:23]=3)=[CH:16][CH:15]=1)[O:9][CH2:8][CH2:7][CH:6]2[C:30]([O:32][CH3:33])=[O:31])#[N:2].B(O)(O)[C:35]1[CH:36]=[CH:37][C:38]([CH3:41])=[CH:39][CH:40]=1.C([O-])([O-])=O.[Na+].[Na+].C1(C)C=CC=CC=1. The catalyst is C1C=CC([P]([Pd]([P](C2C=CC=CC=2)(C2C=CC=CC=2)C2C=CC=CC=2)([P](C2C=CC=CC=2)(C2C=CC=CC=2)C2C=CC=CC=2)[P](C2C=CC=CC=2)(C2C=CC=CC=2)C2C=CC=CC=2)(C2C=CC=CC=2)C2C=CC=CC=2)=CC=1.O. The product is [C:1]([C:3]1[CH:4]=[C:5]2[C:10](=[CH:11][C:12]=1[O:13][C:14]1[CH:19]=[CH:18][C:17]([C:20](=[O:29])[NH:21][C:22]3[CH:23]=[C:24]([C:35]4[CH:40]=[CH:39][C:38]([CH3:41])=[CH:37][CH:36]=4)[CH:25]=[CH:26][CH:27]=3)=[CH:16][CH:15]=1)[O:9][CH2:8][CH2:7][CH:6]2[C:30]([O:32][CH3:33])=[O:31])#[N:2]. The yield is 0.630. (4) The reactants are C[O:2][C:3](=[O:27])[C:4]1[CH:9]=[CH:8][C:7]([O:10][CH2:11][C:12]2[C:13]([C:19]3[CH:24]=[CH:23][C:22]([F:25])=[C:21]([F:26])[CH:20]=3)=[N:14][O:15][C:16]=2[CH2:17][OH:18])=[N:6][CH:5]=1.O.[OH-].[Li+].Cl. The catalyst is C1COCC1.CO.C(OCC)(=O)C. The product is [F:26][C:21]1[CH:20]=[C:19]([C:13]2[C:12]([CH2:11][O:10][C:7]3[CH:8]=[CH:9][C:4]([C:3]([OH:27])=[O:2])=[CH:5][N:6]=3)=[C:16]([CH2:17][OH:18])[O:15][N:14]=2)[CH:24]=[CH:23][C:22]=1[F:25]. The yield is 0.880. (5) The reactants are O.[CH3:2][O:3][C:4]([CH:6]1[C:10](=[O:11])[CH2:9][CH2:8][CH2:7]1)=[O:5].[CH2:12](O)[CH2:13][OH:14].C1C=CC=CC=1. The product is [O:14]1[C:10]2([CH2:9][CH2:8][CH2:7][CH:6]2[C:4]([O:3][CH3:2])=[O:5])[O:11][CH2:12][CH2:13]1. The catalyst is O.C1(C)C=CC(S(O)(=O)=O)=CC=1.C(N(CC)CC)C. The yield is 0.703. (6) The reactants are [CH3:1][S:2]([C:5]1[CH:10]=[CH:9][C:8]([C:11]2[CH:20]=[CH:19][C:18]3[C:13](=[CH:14][CH:15]=[C:16]([O:21][CH3:22])[CH:17]=3)[C:12]=2[CH:23]([C:25]2[CH:30]=[CH:29][C:28]([O:31][CH2:32][CH2:33][N:34]3[CH2:39][CH2:38][CH2:37][CH2:36][CH2:35]3)=[CH:27][CH:26]=2)O)=[CH:7][CH:6]=1)(=[O:4])=[O:3].[SiH](CC)(CC)CC.C(O)(C(F)(F)F)=O. The catalyst is C(Cl)Cl. The product is [CH3:1][S:2]([C:5]1[CH:6]=[CH:7][C:8]([C:11]2[CH:20]=[CH:19][C:18]3[C:13](=[CH:14][CH:15]=[C:16]([O:21][CH3:22])[CH:17]=3)[C:12]=2[CH2:23][C:25]2[CH:30]=[CH:29][C:28]([O:31][CH2:32][CH2:33][N:34]3[CH2:35][CH2:36][CH2:37][CH2:38][CH2:39]3)=[CH:27][CH:26]=2)=[CH:9][CH:10]=1)(=[O:4])=[O:3]. The yield is 0.630. (7) The reactants are [NH:1]1[CH2:6][CH2:5][CH:4]([NH:7][C:8]([N:10]2[C:18]3[C:13](=[CH:14][C:15]([O:19][C:20]4[CH:25]=[CH:24][N:23]=[C:22]([NH:26][C:27]([NH:29][CH2:30][CH3:31])=[O:28])[CH:21]=4)=[CH:16][CH:17]=3)[CH:12]=[CH:11]2)=[O:9])[CH2:3][CH2:2]1.C=O.[C:34](O)(=O)C.C(O[BH-](OC(=O)C)OC(=O)C)(=O)C.[Na+]. The catalyst is O1CCCC1.CO. The product is [CH3:34][N:1]1[CH2:6][CH2:5][CH:4]([NH:7][C:8]([N:10]2[C:18]3[C:13](=[CH:14][C:15]([O:19][C:20]4[CH:25]=[CH:24][N:23]=[C:22]([NH:26][C:27]([NH:29][CH2:30][CH3:31])=[O:28])[CH:21]=4)=[CH:16][CH:17]=3)[CH:12]=[CH:11]2)=[O:9])[CH2:3][CH2:2]1. The yield is 0.670. (8) The reactants are [CH3:1][O:2][C:3]1[CH:4]=[C:5]([CH2:20][C:21]([O:23]C2C(F)=C(F)C(F)=C(F)C=2F)=O)[CH:6]=[CH:7][C:8]=1[NH:9][C:10]([NH:12][C:13]1[CH:18]=[CH:17][CH:16]=[CH:15][C:14]=1[CH3:19])=[O:11].[N+:35]([C:38]1[CH:39]=[C:40]([CH:45]=[CH:46][C:47]=1[O:48][CH2:49][C@@H:50]([NH2:52])[CH3:51])[C:41]([O:43][CH3:44])=[O:42])([O-:37])=[O:36].CCN(CC)CC. The catalyst is CN(C=O)C.CCOC(C)=O. The product is [N+:35]([C:38]1[CH:39]=[C:40]([CH:45]=[CH:46][C:47]=1[O:48][CH2:49][C@@H:50]([NH:52][C:21](=[O:23])[CH2:20][C:5]1[CH:6]=[CH:7][C:8]([NH:9][C:10]([NH:12][C:13]2[CH:18]=[CH:17][CH:16]=[CH:15][C:14]=2[CH3:19])=[O:11])=[C:3]([O:2][CH3:1])[CH:4]=1)[CH3:51])[C:41]([O:43][CH3:44])=[O:42])([O-:37])=[O:36]. The yield is 0.460.